From a dataset of Forward reaction prediction with 1.9M reactions from USPTO patents (1976-2016). Predict the product of the given reaction. (1) Given the reactants [CH2:1]=[CH:2][CH:3]([OH:6])[CH2:4][OH:5].[C:7]([CH:11]1[CH2:16][CH2:15][C:14](=O)[CH2:13][CH2:12]1)([CH3:10])([CH3:9])[CH3:8], predict the reaction product. The product is: [C:7]([CH:11]1[CH2:16][CH2:15][C:14]2([O:6][CH:3]([CH:2]=[CH2:1])[CH2:4][O:5]2)[CH2:13][CH2:12]1)([CH3:10])([CH3:9])[CH3:8]. (2) Given the reactants [CH:1]([N:4](C(C)C)CC)(C)[CH3:2].CCN=C=N[CH2:15][CH2:16][CH2:17][N:18](C)C.[CH3:21][O:22][C:23](=[O:45])[CH2:24][CH:25]1[C:31]2[CH:32]=[CH:33][CH:34]=[CH:35][C:30]=2[C:29](=[O:36])[N:28]([CH3:37])[C:27]2[CH:38]=[C:39]([C:42](O)=[O:43])[CH:40]=[CH:41][C:26]1=2.FC(F)(F)C(O)=O.[NH:53]1[C:57]2[CH:58]=[CH:59][CH:60]=[CH:61][C:56]=2[N:55]=[C:54]1CN, predict the reaction product. The product is: [NH:55]1[C:56]2[CH:61]=[CH:60][CH:59]=[CH:58][C:57]=2[N:53]=[C:54]1[NH:4][CH2:1][CH2:2][CH2:15][CH2:16][CH2:17][NH:18][C:42]([C:39]1[CH:40]=[CH:41][C:26]2[CH:25]([CH2:24][C:23]([O:22][CH3:21])=[O:45])[C:31]3[CH:32]=[CH:33][CH:34]=[CH:35][C:30]=3[C:29](=[O:36])[N:28]([CH3:37])[C:27]=2[CH:38]=1)=[O:43]. (3) Given the reactants C[O:2][C:3]([C:5]1[CH:6]=[C:7]2[C:12](=[CH:13][CH:14]=1)[NH:11][CH:10]([C:15]1[CH:20]=[C:19]([Br:21])[CH:18]=[CH:17][C:16]=1[CH3:22])[CH2:9][C:8]2([CH3:24])[CH3:23])=[O:4].[OH-].[Na+].Cl, predict the reaction product. The product is: [Br:21][C:19]1[CH:18]=[CH:17][C:16]([CH3:22])=[C:15]([CH:10]2[CH2:9][C:8]([CH3:23])([CH3:24])[C:7]3[C:12](=[CH:13][CH:14]=[C:5]([C:3]([OH:4])=[O:2])[CH:6]=3)[NH:11]2)[CH:20]=1.